This data is from Full USPTO retrosynthesis dataset with 1.9M reactions from patents (1976-2016). The task is: Predict the reactants needed to synthesize the given product. (1) The reactants are: [ClH:1].[CH3:2][O:3][C:4]1[CH:5]=[C:6](/[C:12](=[CH:15]/[C:16]2[NH:17][CH:18]=[CH:19][CH:20]=2)/[C:13]#[N:14])[CH:7]=[CH:8][C:9]=1[O:10][CH3:11]. Given the product [ClH:1].[CH3:2][O:3][C:4]1[CH:5]=[C:6](/[C:12](=[CH:15]/[C:16]2[NH:17][CH:18]=[CH:19][CH:20]=2)/[C:13]#[N:14])[CH:7]=[CH:8][C:9]=1[O:10][CH3:11], predict the reactants needed to synthesize it. (2) The reactants are: [C:1]1([C:7]2([C:27]3[CH:32]=[CH:31][CH:30]=[CH:29][CH:28]=3)[CH2:15][C:14]3[N:13](S(C4C=CC(C)=CC=4)(=O)=O)[N:12]=[C:11]([NH2:26])[C:10]=3[CH:9]=[CH:8]2)[CH:6]=[CH:5][CH:4]=[CH:3][CH:2]=1.C(N(CC)CC)C.[C:40](Cl)(=[O:47])[C:41]1[CH:46]=[CH:45][CH:44]=[CH:43][CH:42]=1. Given the product [C:1]1([C:7]2([C:27]3[CH:28]=[CH:29][CH:30]=[CH:31][CH:32]=3)[CH2:15][C:14]3[NH:13][N:12]=[C:11]([NH:26][C:40](=[O:47])[C:41]4[CH:46]=[CH:45][CH:44]=[CH:43][CH:42]=4)[C:10]=3[CH:9]=[CH:8]2)[CH:6]=[CH:5][CH:4]=[CH:3][CH:2]=1, predict the reactants needed to synthesize it. (3) Given the product [Cl:17][CH2:13][C:12]1[C:7]([N:4]2[CH2:5][CH2:6][C@H:2]([F:1])[CH2:3]2)=[N:8][CH:9]=[CH:10][CH:11]=1, predict the reactants needed to synthesize it. The reactants are: [F:1][C@H:2]1[CH2:6][CH2:5][N:4]([C:7]2[C:12]([CH2:13]O)=[CH:11][CH:10]=[CH:9][N:8]=2)[CH2:3]1.O=S(Cl)[Cl:17]. (4) Given the product [C:45]([N:20]1[CH2:21][CH2:22][C:16]2[C:15]([N:23]3[CH2:28][CH2:27][O:26][CH2:25][C@@H:24]3[CH2:29][CH3:30])=[N:14][C:13]([C:10]3[CH:9]=[CH:8][C:7]([NH:6][C:4]([NH:3][CH2:1][CH3:2])=[O:5])=[CH:12][CH:11]=3)=[N:18][C:17]=2[CH2:19]1)(=[O:47])[CH3:46], predict the reactants needed to synthesize it. The reactants are: [CH2:1]([NH:3][C:4]([NH:6][C:7]1[CH:12]=[CH:11][C:10]([C:13]2[N:14]=[C:15]([N:23]3[CH2:28][CH2:27][O:26][CH2:25][C@@H:24]3[CH2:29][CH3:30])[C:16]3[CH2:22][CH2:21][NH:20][CH2:19][C:17]=3[N:18]=2)=[CH:9][CH:8]=1)=[O:5])[CH3:2].CN(C)C=O.C(N(CC)C(C)C)(C)C.[C:45](Cl)(=[O:47])[CH3:46]. (5) The reactants are: [C:1]([O:7][CH2:8][CH:9]([C:15]1[C:20]([CH3:21])=[CH:19][C:18]([N+:22]([O-])=O)=[CH:17][C:16]=1[Br:25])[O:10][C:11]([CH3:14])([CH3:13])[CH3:12])(=[O:6])[C:2]([CH3:5])([CH3:4])[CH3:3]. Given the product [C:1]([O:7][CH2:8][C@H:9]([C:15]1[C:20]([CH3:21])=[CH:19][C:18]([NH2:22])=[CH:17][C:16]=1[Br:25])[O:10][C:11]([CH3:12])([CH3:13])[CH3:14])(=[O:6])[C:2]([CH3:3])([CH3:4])[CH3:5], predict the reactants needed to synthesize it.